This data is from Full USPTO retrosynthesis dataset with 1.9M reactions from patents (1976-2016). The task is: Predict the reactants needed to synthesize the given product. The reactants are: [F:1][C:2]1[C:7]([O:8][CH3:9])=[CH:6][C:5]([O:10][CH3:11])=[C:4]([F:12])[C:3]=1[N:13]1[CH2:22][C:21]2[CH:20]=[N:19][C:18]3[N:23]([S:31]([C:34]4[CH:39]=[CH:38][CH:37]=[CH:36][CH:35]=4)(=[O:33])=[O:32])[C:24](/[CH:26]=[CH:27]/[O:28]CC)=[CH:25][C:17]=3[C:16]=2[C:15]([CH3:41])([CH3:40])[C:14]1=[O:42].Cl. Given the product [F:12][C:4]1[C:5]([O:10][CH3:11])=[CH:6][C:7]([O:8][CH3:9])=[C:2]([F:1])[C:3]=1[N:13]1[CH2:22][C:21]2[CH:20]=[N:19][C:18]3[N:23]([S:31]([C:34]4[CH:39]=[CH:38][CH:37]=[CH:36][CH:35]=4)(=[O:32])=[O:33])[C:24]([CH2:26][CH:27]=[O:28])=[CH:25][C:17]=3[C:16]=2[C:15]([CH3:40])([CH3:41])[C:14]1=[O:42], predict the reactants needed to synthesize it.